This data is from Catalyst prediction with 721,799 reactions and 888 catalyst types from USPTO. The task is: Predict which catalyst facilitates the given reaction. (1) Reactant: [NH:1]([C:7]([O:9][C:10]([CH3:13])([CH3:12])[CH3:11])=[O:8])[C@@H:2]([C:4](O)=[O:5])[CH3:3].B.C1COCC1. Product: [C:10]([O:9][C:7](=[O:8])[NH:1][C@@H:2]([CH3:3])[CH2:4][OH:5])([CH3:13])([CH3:11])[CH3:12]. The catalyst class is: 1. (2) Reactant: Cl[CH2:2][C:3]1[NH:4][CH:5]=[C:6]([CH:8]([CH3:10])[CH3:9])[N:7]=1.[C-:11]#[N:12].[K+]. Product: [CH:8]([C:6]1[N:7]=[C:3]([CH2:2][C:11]#[N:12])[NH:4][CH:5]=1)([CH3:10])[CH3:9]. The catalyst class is: 8. (3) Product: [CH:1]#[C:2][CH2:3][NH:4][C@H:5]1[C:9]2[C:8](=[CH:13][CH:12]=[CH:11][CH:10]=2)[CH2:7][CH2:6]1.[CH:1]#[C:2][CH2:3][NH:4][C@H:5]1[C:9]2[C:8](=[CH:13][CH:12]=[CH:11][CH:10]=2)[CH2:7][CH2:6]1.[C@H:15]([OH:16])([C:14]([OH:23])=[O:22])[C@@H:17]([OH:18])[C:19]([OH:21])=[O:20]. Reactant: [CH:1]#[C:2][CH2:3][NH:4][C@H:5]1[C:9]2[CH:10]=[CH:11][CH:12]=[CH:13][C:8]=2[CH2:7][CH2:6]1.[C:14]([OH:23])(=[O:22])[C@@H:15]([C@H:17]([C:19]([OH:21])=[O:20])[OH:18])[OH:16].CO. The catalyst class is: 32.